This data is from Catalyst prediction with 721,799 reactions and 888 catalyst types from USPTO. The task is: Predict which catalyst facilitates the given reaction. (1) Reactant: Cl[C:2]1[C:7]([C:8]([F:11])([F:10])[F:9])=[CH:6][N:5]=[C:4]([NH:12][C:13]2[CH:18]=[CH:17][CH:16]=[C:15]([S:19]([CH2:22][CH2:23][CH3:24])(=[O:21])=[O:20])[CH:14]=2)[N:3]=1.C(=O)([O-])[O-].[K+].[K+].[CH:31]1([NH2:35])[CH2:34][CH2:33][CH2:32]1. Product: [CH:31]1([NH:35][C:2]2[C:7]([C:8]([F:11])([F:10])[F:9])=[CH:6][N:5]=[C:4]([NH:12][C:13]3[CH:18]=[CH:17][CH:16]=[C:15]([S:19]([CH2:22][CH2:23][CH3:24])(=[O:21])=[O:20])[CH:14]=3)[N:3]=2)[CH2:34][CH2:33][CH2:32]1. The catalyst class is: 10. (2) Reactant: [CH3:1][C:2]1[N:6]([CH3:7])[C:5](=[O:8])[N:4]([CH2:9][C:10]([O:12]C)=[O:11])[N:3]=1.[OH-].[Li+].Cl. The catalyst class is: 30. Product: [CH3:1][C:2]1[N:6]([CH3:7])[C:5](=[O:8])[N:4]([CH2:9][C:10]([OH:12])=[O:11])[N:3]=1. (3) Product: [CH:29]1([S:33]([NH:1][C:2]2[CH:3]=[C:4]([C:8]3[C:9]([C:14]([N:16]4[CH2:17][CH2:18][N:19]([C:22]([O:24][C:25]([CH3:28])([CH3:27])[CH3:26])=[O:23])[CH2:20][CH2:21]4)=[O:15])=[CH:10][CH:11]=[CH:12][CH:13]=3)[CH:5]=[CH:6][CH:7]=2)(=[O:35])=[O:34])[CH2:32][CH2:31][CH2:30]1. Reactant: [NH2:1][C:2]1[CH:3]=[C:4]([C:8]2[C:9]([C:14]([N:16]3[CH2:21][CH2:20][N:19]([C:22]([O:24][C:25]([CH3:28])([CH3:27])[CH3:26])=[O:23])[CH2:18][CH2:17]3)=[O:15])=[CH:10][CH:11]=[CH:12][CH:13]=2)[CH:5]=[CH:6][CH:7]=1.[CH:29]1([S:33](Cl)(=[O:35])=[O:34])[CH2:32][CH2:31][CH2:30]1. The catalyst class is: 228. (4) Reactant: Br[C:2]1[CH:3]=[C:4]([C:11]2[O:15][CH:14]=[N:13][CH:12]=2)[CH:5]=[C:6]([N+:8]([O-:10])=[O:9])[CH:7]=1.[CH3:16][C:17]1(C)[C:21](C)(C)OB(C(C)=C)O1.O.C(=O)([O-])[O-].[K+].[K+]. Product: [N+:8]([C:6]1[CH:5]=[C:4]([C:11]2[O:15][CH:14]=[N:13][CH:12]=2)[CH:3]=[C:2]([C:17]([CH3:21])=[CH2:16])[CH:7]=1)([O-:10])=[O:9]. The catalyst class is: 628. (5) Reactant: [Br:1][C:2]1[CH:3]=[C:4]2[C:9](=[CH:10][CH:11]=1)[N:8]=[C:7]([CH3:12])[N:6]=[C:5]2Cl.[CH2:14]([O:16][C:17]1[CH:22]=[CH:21][C:20]([NH:23][CH3:24])=[CH:19][C:18]=1[F:25])[CH3:15]. Product: [Br:1][C:2]1[CH:3]=[C:4]2[C:9](=[CH:10][CH:11]=1)[N:8]=[C:7]([CH3:12])[N:6]=[C:5]2[N:23]([C:20]1[CH:21]=[CH:22][C:17]([O:16][CH2:14][CH3:15])=[C:18]([F:25])[CH:19]=1)[CH3:24]. The catalyst class is: 41. (6) Reactant: [CH:1](OC)(OC)OC.[Cl:8][C:9]1[CH:38]=[CH:37][CH:36]=[CH:35][C:10]=1[CH2:11][C:12]1[C:13]([C:31]([NH:33][NH2:34])=[O:32])=[N:14][NH:15][C:16]=1[N:17]1[CH2:22][CH2:21][CH2:20][C@@H:19]([NH:23][C:24](=[O:30])[O:25][C:26]([CH3:29])([CH3:28])[CH3:27])[CH2:18]1.C1(C)C=CC=CC=1. Product: [Cl:8][C:9]1[CH:38]=[CH:37][CH:36]=[CH:35][C:10]=1[CH2:11][C:12]1[C:16]([N:17]2[CH2:22][CH2:21][CH2:20][C@@H:19]([NH:23][C:24](=[O:30])[O:25][C:26]([CH3:29])([CH3:27])[CH3:28])[CH2:18]2)=[N:15][N:14]2[C:13]=1[C:31](=[O:32])[NH:33][N:34]=[CH:1]2. The catalyst class is: 875. (7) Reactant: [NH2:1][CH2:2][CH:3]([NH:5][C:6](=[O:28])[CH2:7][CH2:8]/[CH:9]=[CH:10]\[CH2:11]/[CH:12]=[CH:13]\[CH2:14]/[CH:15]=[CH:16]\[CH2:17]/[CH:18]=[CH:19]\[CH2:20]/[CH:21]=[CH:22]\[CH2:23]/[CH:24]=[CH:25]\[CH2:26][CH3:27])[CH3:4].[OH:29][C:30]1[CH:38]=[CH:37][CH:36]=[CH:35][C:31]=1[C:32](O)=[O:33].N1C=CN=C1.C1CCC(N=C=NC2CCCCC2)CC1. Product: [C:6]([NH:5][CH:3]([CH3:4])[CH2:2][NH:1][C:32](=[O:33])[C:31]1[CH:35]=[CH:36][CH:37]=[CH:38][C:30]=1[OH:29])(=[O:28])[CH2:7][CH2:8]/[CH:9]=[CH:10]\[CH2:11]/[CH:12]=[CH:13]\[CH2:14]/[CH:15]=[CH:16]\[CH2:17]/[CH:18]=[CH:19]\[CH2:20]/[CH:21]=[CH:22]\[CH2:23]/[CH:24]=[CH:25]\[CH2:26][CH3:27]. The catalyst class is: 425. (8) Reactant: [CH3:1][O:2][C:3](=[O:12])[CH2:4][C:5]1([CH2:8][CH2:9][CH2:10]Br)[CH2:7][CH2:6]1.[N-:13]=[N+:14]=[N-:15].[Na+]. Product: [CH3:1][O:2][C:3](=[O:12])[CH2:4][C:5]1([CH2:8][CH2:9][CH2:10][N:13]=[N+:14]=[N-:15])[CH2:7][CH2:6]1. The catalyst class is: 3. (9) Reactant: C([O:5][C:6](=[O:42])[CH2:7][CH:8]1[CH2:13][CH:12]([CH2:14][CH2:15][C:16]2[N:17]([CH:37]([CH3:39])[CH3:38])[C:18]([C:34](=[O:36])[NH2:35])=[C:19]([C:28]3[CH:33]=[CH:32][CH:31]=[CH:30][N:29]=3)[C:20]=2[C:21]2[CH:26]=[CH:25][C:24]([F:27])=[CH:23][CH:22]=2)[O:11]C(C)(C)[O:9]1)(C)(C)C.[OH-].[Na+:44]. Product: [Na+:44].[C:34]([C:18]1[N:17]([CH:37]([CH3:38])[CH3:39])[C:16]([CH2:15][CH2:14][C@@H:12]([OH:11])[CH2:13][C@@H:8]([OH:9])[CH2:7][C:6]([O-:42])=[O:5])=[C:20]([C:21]2[CH:22]=[CH:23][C:24]([F:27])=[CH:25][CH:26]=2)[C:19]=1[C:28]1[CH:33]=[CH:32][CH:31]=[CH:30][N:29]=1)(=[O:36])[NH2:35]. The catalyst class is: 5.